This data is from Full USPTO retrosynthesis dataset with 1.9M reactions from patents (1976-2016). The task is: Predict the reactants needed to synthesize the given product. (1) Given the product [CH:1]1[C:7]([NH2:8])=[N:6][C:4](=[O:5])[N:3]([C@@H:9]2[O:13][C@H:12]([CH2:14][OH:15])[C@@H:11]([OH:16])[C:10]2([F:17])[F:18])[CH:2]=1, predict the reactants needed to synthesize it. The reactants are: [CH:1]1[C:7]([NH2:8])=[N:6][C:4](=[O:5])[N:3]([C@@H:9]2[O:13][C@H:12]([CH2:14][OH:15])[C@@H:11]([OH:16])[C:10]2([F:18])[F:17])[CH:2]=1.Cl.[Cl-].[Na+]. (2) Given the product [CH2:1]([O:8][C:9]1[C:10]([C:36]([N:49]([CH2:48][CH2:47][O:46][Si:39]([C:42]([CH3:44])([CH3:43])[CH3:45])([CH3:40])[CH3:41])[CH:50]([CH3:51])[CH3:52])=[O:37])=[N:11][C:12]([CH2:16][C:17]2([C:22]3[CH:23]=[C:24]([C:32]([F:34])([F:33])[F:35])[CH:25]=[C:26]([C:28]([F:29])([F:31])[F:30])[CH:27]=3)[CH2:21][CH2:20][CH2:19][CH2:18]2)=[N:13][C:14]=1[OH:15])[C:2]1[CH:3]=[CH:4][CH:5]=[CH:6][CH:7]=1, predict the reactants needed to synthesize it. The reactants are: [CH2:1]([O:8][C:9]1[C:10]([C:36](O)=[O:37])=[N:11][C:12]([CH2:16][C:17]2([C:22]3[CH:27]=[C:26]([C:28]([F:31])([F:30])[F:29])[CH:25]=[C:24]([C:32]([F:35])([F:34])[F:33])[CH:23]=3)[CH2:21][CH2:20][CH2:19][CH2:18]2)=[N:13][C:14]=1[OH:15])[C:2]1[CH:7]=[CH:6][CH:5]=[CH:4][CH:3]=1.[Si:39]([O:46][CH2:47][CH2:48][NH:49][CH:50]([CH3:52])[CH3:51])([C:42]([CH3:45])([CH3:44])[CH3:43])([CH3:41])[CH3:40].[Si](OCCN(C(C)C)C(C1C(OCC2C=CC=CC=2)=C(O)N=C(CC2(C3C=CC(C(F)(F)F)=CC=3)CCCC2)N=1)=O)(C(C)(C)C)(C)C. (3) The reactants are: [Cl:1][C:2]1[CH:7]=[CH:6][CH:5]=[C:4]([F:8])[C:3]=1[C:9]1[C:10]([Cl:21])=[N:11][C:12]([C:16]2[N:20]=[CH:19][NH:18][N:17]=2)=[CH:13][C:14]=1[Cl:15].[CH:22]([NH:25]C(C)C)([CH3:24])[CH3:23]. Given the product [Cl:21][C:10]1[C:9]([C:3]2[C:4]([F:8])=[CH:5][CH:6]=[CH:7][C:2]=2[Cl:1])=[C:14]([NH:25][CH:22]([CH3:24])[CH3:23])[CH:13]=[C:12]([C:16]2[N:20]=[CH:19][NH:18][N:17]=2)[N:11]=1.[Cl:15][C:14]1[CH:13]=[C:12]([C:16]2[N:20]=[CH:19][NH:18][N:17]=2)[N:11]=[C:10]([NH:25][CH:22]([CH3:24])[CH3:23])[C:9]=1[C:3]1[C:4]([F:8])=[CH:5][CH:6]=[CH:7][C:2]=1[Cl:1], predict the reactants needed to synthesize it. (4) Given the product [CH3:13][C:12]([CH3:15])([CH3:14])[C@H:11]([NH:10][C:9](=[O:21])[O:8][CH2:1][C:2]1[CH:3]=[CH:4][CH:5]=[CH:6][CH:7]=1)[C:16]1[N:20]=[N:19][N:18]([CH3:22])[N:17]=1.[CH3:13][C:12]([CH3:15])([CH3:14])[C@H:11]([NH:10][C:9](=[O:21])[O:8][CH2:1][C:2]1[CH:3]=[CH:4][CH:5]=[CH:6][CH:7]=1)[C:16]1[N:17]([CH3:22])[N:18]=[N:19][N:20]=1, predict the reactants needed to synthesize it. The reactants are: [CH2:1]([O:8][C:9](=[O:21])[NH:10][C@H:11]([C:16]1[N:17]=[N:18][NH:19][N:20]=1)[C:12]([CH3:15])([CH3:14])[CH3:13])[C:2]1[CH:7]=[CH:6][CH:5]=[CH:4][CH:3]=1.[C:22](=O)([O-])[O-].[K+].[K+].CI. (5) Given the product [OH:2][C@@H:1]1[C@H:3]([OH:4])[N:5]2[C:6](=[O:7])[N:8]1[C@H:3]([OH:4])[CH:1]2[OH:2], predict the reactants needed to synthesize it. The reactants are: [CH:1]([CH:3]=[O:4])=[O:2].[NH2:5][C:6]([NH2:8])=[O:7]. (6) Given the product [Cl:1][C:2]1[CH:27]=[CH:26][C:5]([O:6][C:7]2[CH:12]=[CH:11][N:10]=[C:9]3[N:13]([CH2:17][C:18]4[CH:23]=[CH:22][C:21]([O:24][CH3:25])=[CH:20][CH:19]=4)[N:14]=[C:15]([NH:28][C@@H:29]4[CH2:33][CH2:32][N:31]([C:34]([O:36][C:37]([CH3:40])([CH3:39])[CH3:38])=[O:35])[CH2:30]4)[C:8]=23)=[CH:4][CH:3]=1, predict the reactants needed to synthesize it. The reactants are: [Cl:1][C:2]1[CH:27]=[CH:26][C:5]([O:6][C:7]2[CH:12]=[CH:11][N:10]=[C:9]3[N:13]([CH2:17][C:18]4[CH:23]=[CH:22][C:21]([O:24][CH3:25])=[CH:20][CH:19]=4)[N:14]=[C:15](I)[C:8]=23)=[CH:4][CH:3]=1.[NH2:28][C@@H:29]1[CH2:33][CH2:32][N:31]([C:34]([O:36][C:37]([CH3:40])([CH3:39])[CH3:38])=[O:35])[CH2:30]1.N1CCC[C@H]1C(O)=O.C([O-])([O-])=O.[K+].[K+].